This data is from Catalyst prediction with 721,799 reactions and 888 catalyst types from USPTO. The task is: Predict which catalyst facilitates the given reaction. (1) Reactant: [C:1]([O:4][C@H:5]1[C@H:9]([O:10][C:11](=[O:13])[CH3:12])[C@@H:8]([CH2:14][O:15][C:16](=[O:18])[CH3:17])[O:7][C@H:6]1[N:19]1[CH:24]=[CH:23][C:22](=[O:25])[NH:21][C:20]1=[O:26])(=[O:3])[CH3:2].[I:27]I.C(OCC)(=O)C.S(=O)(=O)(O)[O-].[Na+]. Product: [C:1]([O:4][C@H:5]1[C@H:9]([O:10][C:11](=[O:13])[CH3:12])[C@@H:8]([CH2:14][O:15][C:16](=[O:18])[CH3:17])[O:7][C@H:6]1[N:19]1[CH:24]=[C:23]([I:27])[C:22](=[O:25])[NH:21][C:20]1=[O:26])(=[O:3])[CH3:2]. The catalyst class is: 10. (2) Reactant: Cl[C:2]1[N:10]=[C:9]2[C:5]([N:6]=[CH:7][NH:8]2)=[C:4]([NH:11][CH:12]2[CH2:17][CH2:16][CH:15]([CH2:18][NH:19]C(=O)C(F)(F)F)[CH2:14][CH2:13]2)[N:3]=1.[CH3:26][C:27]1[CH:32]=[C:31]([N:33]2[CH2:38][CH2:37][O:36][CH2:35][CH2:34]2)[CH:30]=[CH:29][C:28]=1[NH2:39].CC1C=CC(S(O)(=O)=O)=CC=1.C([O-])([O-])=O.[K+].[K+]. Product: [NH2:19][CH2:18][CH:15]1[CH2:14][CH2:13][CH:12]([NH:11][C:4]2[N:3]=[C:2]([NH:39][C:28]3[CH:29]=[CH:30][C:31]([N:33]4[CH2:38][CH2:37][O:36][CH2:35][CH2:34]4)=[CH:32][C:27]=3[CH3:26])[N:10]=[C:9]3[C:5]=2[N:6]=[CH:7][NH:8]3)[CH2:17][CH2:16]1. The catalyst class is: 12. (3) Reactant: [C:1]([O:5][C:6]([NH:8][CH:9]([C:13]([CH3:17])([CH3:16])[CH:14]=[CH2:15])[C:10]([OH:12])=O)=[O:7])([CH3:4])([CH3:3])[CH3:2].[CH2:18]([NH:21][C:22]1[CH:27]=[CH:26][CH:25]=[CH:24][CH:23]=1)[CH:19]=[CH2:20].CCN(C(C)C)C(C)C.CCCP1(OP(CCC)(=O)OP(CCC)(=O)O1)=O. Product: [CH2:18]([N:21]([C:22]1[CH:27]=[CH:26][CH:25]=[CH:24][CH:23]=1)[C:10](=[O:12])[CH:9]([NH:8][C:6](=[O:7])[O:5][C:1]([CH3:2])([CH3:3])[CH3:4])[C:13]([CH3:17])([CH3:16])[CH:14]=[CH2:15])[CH:19]=[CH2:20]. The catalyst class is: 25. (4) Reactant: [C:1]([C:5]1[N:9]([CH3:10])[N:8]([CH2:11][C@H:12]2[CH2:16][CH2:15][CH2:14][O:13]2)/[C:7](=[N:17]/[C:18](=[O:32])[C:19]2[CH:24]=[C:23]([C:25]([F:28])([F:27])[F:26])[CH:22]=[C:21]([N+:29]([O-])=O)[CH:20]=2)/[CH:6]=1)([CH3:4])([CH3:3])[CH3:2]. Product: [NH2:29][C:21]1[CH:20]=[C:19]([CH:24]=[C:23]([C:25]([F:28])([F:27])[F:26])[CH:22]=1)[C:18](/[N:17]=[C:7]1/[N:8]([CH2:11][C@H:12]2[CH2:16][CH2:15][CH2:14][O:13]2)[N:9]([CH3:10])[C:5]([C:1]([CH3:4])([CH3:3])[CH3:2])=[CH:6]/1)=[O:32]. The catalyst class is: 421.